From a dataset of Forward reaction prediction with 1.9M reactions from USPTO patents (1976-2016). Predict the product of the given reaction. Given the reactants [Cl:1][C:2]1[CH:3]=[CH:4][C:5]2[C:17]3[C:16]4[CH:15]=[N:14][CH:13]=[CH:12][C:11]=4[C:10](=[O:18])[C:9]=3[C:8](OS(C3C=CC(C)=CC=3)(=O)=O)=[N:7][C:6]=2[CH:30]=1.[NH2:31][CH2:32][CH2:33][N:34]([CH3:43])[CH2:35][CH2:36][CH2:37][N:38]([CH2:40][CH2:41][NH2:42])[CH3:39], predict the reaction product. The product is: [Cl:1][C:2]1[CH:3]=[CH:4][C:5]2[C:17]3[C:16]4[CH:15]=[N:14][CH:13]=[CH:12][C:11]=4[C:10](=[O:18])[C:9]=3[C:8]([NH:42][CH2:41][CH2:40][N:38]([CH2:37][CH2:36][CH2:35][N:34]([CH2:33][CH2:32][NH:31][C:8]3[C:9]4[C:10](=[O:18])[C:11]5[CH:12]=[CH:13][N:14]=[CH:15][C:16]=5[C:17]=4[C:5]4[CH:4]=[CH:3][C:2]([Cl:1])=[CH:30][C:6]=4[N:7]=3)[CH3:43])[CH3:39])=[N:7][C:6]=2[CH:30]=1.